Dataset: Reaction yield outcomes from USPTO patents with 853,638 reactions. Task: Predict the reaction yield, written as a fraction of the theoretical maximum amount of product (1.0 means a 100% yield; for example, 0.34 means a 34% yield). (1) The reactants are [CH:1]([N:14]1[C:22]2[C:17](=[CH:18][C:19]([Cl:23])=[CH:20][CH:21]=2)[C:16]([CH2:24][CH2:25][S:26]([C:29]2[CH:38]=[CH:37][C:32]([C:33]([O:35]C)=[O:34])=[CH:31][CH:30]=2)(=[O:28])=[O:27])=[C:15]1[CH2:39][CH2:40][NH:41][S:42]([CH2:45][C:46]1[C:51]([F:52])=[CH:50][CH:49]=[CH:48][C:47]=1[F:53])(=[O:44])=[O:43])([C:8]1[CH:13]=[CH:12][CH:11]=[CH:10][CH:9]=1)[C:2]1[CH:7]=[CH:6][CH:5]=[CH:4][CH:3]=1.C1COCC1.[OH-].[Na+]. The catalyst is CO. The product is [CH:1]([N:14]1[C:22]2[C:17](=[CH:18][C:19]([Cl:23])=[CH:20][CH:21]=2)[C:16]([CH2:24][CH2:25][S:26]([C:29]2[CH:38]=[CH:37][C:32]([C:33]([OH:35])=[O:34])=[CH:31][CH:30]=2)(=[O:27])=[O:28])=[C:15]1[CH2:39][CH2:40][NH:41][S:42]([CH2:45][C:46]1[C:51]([F:52])=[CH:50][CH:49]=[CH:48][C:47]=1[F:53])(=[O:43])=[O:44])([C:2]1[CH:7]=[CH:6][CH:5]=[CH:4][CH:3]=1)[C:8]1[CH:9]=[CH:10][CH:11]=[CH:12][CH:13]=1. The yield is 0.960. (2) No catalyst specified. The reactants are [CH:1]1([C:7]2[N:11]([CH2:12][C:13]([O:15][CH2:16][CH3:17])=[O:14])[C:10]([CH3:18])=[C:9]([CH2:19][C:20]3[CH:25]=[CH:24][CH:23]=[CH:22][C:21]=3[S:26]([N:29]3[CH2:33][CH2:32][CH2:31][CH2:30]3)(=[O:28])=[O:27])[CH:8]=2)[CH2:6][CH2:5][CH2:4][CH2:3][CH2:2]1.ClS([N:38]=[C:39]=O)(=O)=O.CN(C)C=O. The product is [C:39]([C:8]1[C:9]([CH2:19][C:20]2[CH:25]=[CH:24][CH:23]=[CH:22][C:21]=2[S:26]([N:29]2[CH2:30][CH2:31][CH2:32][CH2:33]2)(=[O:27])=[O:28])=[C:10]([CH3:18])[N:11]([CH2:12][C:13]([O:15][CH2:16][CH3:17])=[O:14])[C:7]=1[CH:1]1[CH2:6][CH2:5][CH2:4][CH2:3][CH2:2]1)#[N:38]. The yield is 0.720. (3) The reactants are ClC(Cl)([O:4][C:5](=[O:11])[O:6]C(Cl)(Cl)Cl)Cl.[CH3:13][C:14]1[N:18]([CH2:19][CH2:20][OH:21])[C:17]([N+:22]([O-:24])=[O:23])=[CH:16][N:15]=1. The catalyst is CN(C1C=CN=CC=1)C.C(Cl)Cl. The product is [CH3:13][C:14]1[N:18]([CH2:19][CH2:20][OH:21])[C:17]([N+:22]([O-:24])=[O:23])=[CH:16][N:15]=1.[C:5](=[O:4])([O-:11])[O-:6]. The yield is 0.610. (4) The reactants are [CH3:1][N:2]1[C:6]([NH2:7])=[N:5][N:4]=[N:3]1.[H-].[Na+].[F:10][C:11]1[CH:16]=[CH:15][C:14]([C:17]2[CH:22]=[CH:21][CH:20]=[C:19]([C@H:23]3[CH2:27][C:26]4([CH2:32][CH2:31][N:30]([C:33](OC5C=CC([N+]([O-])=O)=CC=5)=[O:34])[CH2:29][CH2:28]4)[O:25][CH2:24]3)[CH:18]=2)=[CH:13][CH:12]=1. The catalyst is CC(N(C)C)=O.C(OCC)(=O)C. The product is [F:10][C:11]1[CH:16]=[CH:15][C:14]([C:17]2[CH:22]=[CH:21][CH:20]=[C:19]([C@H:23]3[CH2:27][C:26]4([CH2:32][CH2:31][N:30]([C:33]([NH:7][C:6]5[N:2]([CH3:1])[N:3]=[N:4][N:5]=5)=[O:34])[CH2:29][CH2:28]4)[O:25][CH2:24]3)[CH:18]=2)=[CH:13][CH:12]=1. The yield is 0.180. (5) The reactants are Cl.C([NH:5][CH2:6][CH2:7][N:8]([CH2:21][CH2:22][C:23]12[CH2:32][CH:27]3[CH2:28][CH:29]([CH2:31][CH:25]([CH2:26]3)[CH2:24]1)[CH2:30]2)[C:9]([NH:11][CH2:12][CH2:13][CH2:14][C:15]1[CH:20]=[CH:19][N:18]=[CH:17][CH:16]=1)=[O:10])(=O)C.[OH-].[Na+].C(Cl)(Cl)Cl. The catalyst is CO.O. The product is [C:23]12([CH2:22][CH2:21][N:8]([CH2:7][CH2:6][NH2:5])[C:9]([NH:11][CH2:12][CH2:13][CH2:14][C:15]3[CH:20]=[CH:19][N:18]=[CH:17][CH:16]=3)=[O:10])[CH2:30][CH:29]3[CH2:28][CH:27]([CH2:26][CH:25]([CH2:31]3)[CH2:24]1)[CH2:32]2. The yield is 0.217. (6) The reactants are Br[CH2:2][CH2:3][CH:4]1[O:8][CH2:7][CH2:6][O:5]1.C(=O)([O-])[O-].[Cs+].[Cs+].CN(C)C(=O)C.[F:21][C:22]1[N:27]=[CH:26][C:25]([OH:28])=[CH:24][CH:23]=1. The catalyst is C(OCC)(=O)C.O. The product is [O:5]1[CH2:6][CH2:7][O:8][CH:4]1[CH2:3][CH2:2][O:28][C:25]1[CH:24]=[CH:23][C:22]([F:21])=[N:27][CH:26]=1. The yield is 0.860. (7) The reactants are [OH:1][C@@H:2]([CH2:18][N:19]1[CH2:24][CH2:23][O:22][CH2:21][CH2:20]1)[CH2:3][N:4]1[CH2:10][CH2:9][CH2:8][C:7]2[NH:11][C:12]([CH:15]=O)=[C:13]([CH3:14])[C:6]=2[C:5]1=[O:17].[Cl:25][C:26]1[CH:27]=[C:28]2[C:32](=[CH:33][CH:34]=1)[NH:31][C:30](=[O:35])[CH2:29]2.N1CCCCC1. The catalyst is C(O)C. The product is [Cl:25][C:26]1[CH:27]=[C:28]2[C:32](=[CH:33][CH:34]=1)[NH:31][C:30](=[O:35])/[C:29]/2=[CH:15]\[C:12]1[NH:11][C:7]2[CH2:8][CH2:9][CH2:10][N:4]([CH2:3][C@@H:2]([OH:1])[CH2:18][N:19]3[CH2:20][CH2:21][O:22][CH2:23][CH2:24]3)[C:5](=[O:17])[C:6]=2[C:13]=1[CH3:14]. The yield is 0.790. (8) The reactants are Cl[C:2]1[CH:3]=[C:4]([CH:9]=[C:10]([CH3:12])[N:11]=1)[C:5]([O:7][CH3:8])=[O:6].[CH:13]1([C:16]([NH2:18])=[O:17])[CH2:15][CH2:14]1. No catalyst specified. The product is [CH:13]1([C:16]([NH:18][C:2]2[CH:3]=[C:4]([CH:9]=[C:10]([CH3:12])[N:11]=2)[C:5]([O:7][CH3:8])=[O:6])=[O:17])[CH2:15][CH2:14]1. The yield is 0.660. (9) The yield is 0.950. The reactants are [CH2:1]([O:4][C:5]1[C:13]([Br:14])=[CH:12][C:8]([C:9]([OH:11])=O)=[C:7]([Cl:15])[CH:6]=1)[CH:2]=[CH2:3].Cl.[CH3:17][NH:18][O:19][CH3:20].CCN=C=NCCCN(C)C.C1C=CC2N(O)N=NC=2C=1.CN1CCOCC1. The catalyst is C(Cl)Cl. The product is [CH2:1]([O:4][C:5]1[C:13]([Br:14])=[CH:12][C:8]([C:9]([N:18]([O:19][CH3:20])[CH3:17])=[O:11])=[C:7]([Cl:15])[CH:6]=1)[CH:2]=[CH2:3]. (10) The reactants are [NH2:1][C:2]1[CH:3]=[C:4]([C:8]2[S:12][C:11]([C:13]3[CH:14]=[C:15]4[C:20](=[CH:21][CH:22]=3)[C:19](=[O:23])[NH:18][CH2:17][CH2:16]4)=[CH:10][CH:9]=2)[CH:5]=[N:6][CH:7]=1.[F:24][C:25]1[CH:30]=[C:29]([F:31])[CH:28]=[CH:27][C:26]=1[S:32](Cl)(=[O:34])=[O:33]. No catalyst specified. The product is [F:24][C:25]1[CH:30]=[C:29]([F:31])[CH:28]=[CH:27][C:26]=1[S:32]([NH:1][C:2]1[CH:7]=[N:6][CH:5]=[C:4]([C:8]2[S:12][C:11]([C:13]3[CH:14]=[C:15]4[C:20](=[CH:21][CH:22]=3)[C:19](=[O:23])[NH:18][CH2:17][CH2:16]4)=[CH:10][CH:9]=2)[CH:3]=1)(=[O:34])=[O:33]. The yield is 0.150.